Dataset: Full USPTO retrosynthesis dataset with 1.9M reactions from patents (1976-2016). Task: Predict the reactants needed to synthesize the given product. (1) Given the product [NH:16]1[CH2:17][CH2:18][CH:13]([C:10]2[NH:9][C:8]3[CH:7]=[CH:6][CH:5]=[C:4]([C:1]([NH2:2])=[O:3])[C:12]=3[N:11]=2)[CH2:14][CH2:15]1, predict the reactants needed to synthesize it. The reactants are: [C:1]([C:4]1[C:12]2[N:11]=[C:10]([CH:13]3[CH2:18][CH2:17][N:16](C(OC(C)(C)C)=O)[CH2:15][CH2:14]3)[NH:9][C:8]=2[CH:7]=[CH:6][CH:5]=1)(=[O:3])[NH2:2].FC(F)(F)C(O)=O.C(=O)(O)[O-].[Na+]. (2) Given the product [C:1]([Si:5]([CH3:16])([CH3:15])[O:6][CH2:7][CH2:8][N:9]1[CH:13]=[CH:12][C:11]([NH:14][C:32](=[O:33])[C@@H:31]([C:35]2[CH:40]=[CH:39][C:38]([Cl:41])=[C:37]([Cl:42])[CH:36]=2)[CH2:30][CH:25]2[CH2:26][CH2:27][CH2:28][CH2:29]2)=[N:10]1)([CH3:4])([CH3:3])[CH3:2], predict the reactants needed to synthesize it. The reactants are: [C:1]([Si:5]([CH3:16])([CH3:15])[O:6][CH2:7][CH2:8][N:9]1[CH:13]=[CH:12][C:11]([NH2:14])=[N:10]1)([CH3:4])([CH3:3])[CH3:2].N1C(C)=CC=CC=1C.[CH:25]1([CH2:30][C@H:31]([C:35]2[CH:40]=[CH:39][C:38]([Cl:41])=[C:37]([Cl:42])[CH:36]=2)[C:32](Cl)=[O:33])[CH2:29][CH2:28][CH2:27][CH2:26]1. (3) Given the product [Cl:1][C:2]1[CH:24]=[CH:23][C:5]([CH2:6][N:7]2[C:15]3[C:14](=[O:16])[NH:13][C:12](=[O:17])[N:11]([CH3:18])[C:10]=3[N:9]=[C:8]2[S:19]([NH:28][CH:25]([CH3:27])[CH3:26])(=[O:21])=[O:20])=[CH:4][CH:3]=1, predict the reactants needed to synthesize it. The reactants are: [Cl:1][C:2]1[CH:24]=[CH:23][C:5]([CH2:6][N:7]2[C:15]3[C:14](=[O:16])[NH:13][C:12](=[O:17])[N:11]([CH3:18])[C:10]=3[N:9]=[C:8]2[S:19](Cl)(=[O:21])=[O:20])=[CH:4][CH:3]=1.[CH:25]([NH2:28])([CH3:27])[CH3:26]. (4) Given the product [Si:15]([O:22][C@H:23]1[CH2:28][CH2:27][C:26]([C:2]2[CH:7]=[N:6][C:5]([N:8]3[C:12]([CH3:13])=[CH:11][CH:10]=[C:9]3[CH3:14])=[CH:4][N:3]=2)([C:29]([O:31][CH2:32][CH3:33])=[O:30])[CH2:25][C@@H:24]1[F:34])([C:18]([CH3:21])([CH3:20])[CH3:19])([CH3:17])[CH3:16], predict the reactants needed to synthesize it. The reactants are: Br[C:2]1[CH:7]=[N:6][C:5]([N:8]2[C:12]([CH3:13])=[CH:11][CH:10]=[C:9]2[CH3:14])=[CH:4][N:3]=1.[Si:15]([O:22][C@H:23]1[CH2:28][CH2:27][C@@H:26]([C:29]([O:31][CH2:32][CH3:33])=[O:30])[CH2:25][C@@H:24]1[F:34])([C:18]([CH3:21])([CH3:20])[CH3:19])([CH3:17])[CH3:16].C[Si]([N-][Si](C)(C)C)(C)C.[Na+]. (5) Given the product [Cl:12][C:10]1[N:9]=[C:8]([N:13]2[C:17]([CH3:18])=[CH:16][C:15]([CH3:19])=[N:14]2)[N:7]=[C:6]([NH:5][C:3](=[O:4])[CH2:2][N:41]2[CH2:42][CH2:43][N:44]([CH3:45])[CH2:49][CH2:48]2)[CH:11]=1, predict the reactants needed to synthesize it. The reactants are: Cl[CH2:2][C:3]([NH:5][C:6]1[CH:11]=[C:10]([Cl:12])[N:9]=[C:8]([N:13]2[C:17]([CH3:18])=[CH:16][C:15]([CH3:19])=[N:14]2)[N:7]=1)=[O:4].CN1CCCCC1.ClC1N=C(N2C(C)=CC(C)=N2)N=C([NH:41][C:42](=O)[CH2:43][N:44]2[CH2:49][CH2:48]OC[CH2:45]2)C=1. (6) Given the product [N:1]1[CH:6]=[CH:5][C:4]([CH2:7][CH2:8][CH2:9][CH2:10][N:11]2[CH2:18][CH:17]3[O:19][CH:13]([CH2:14][N:15]([CH2:21][CH2:22][NH:23][C:24](=[O:30])[O:25][C:26]([CH3:29])([CH3:28])[CH3:27])[CH2:16]3)[CH2:12]2)=[CH:3][CH:2]=1, predict the reactants needed to synthesize it. The reactants are: [N:1]1[CH:6]=[CH:5][C:4]([CH2:7][CH2:8][CH2:9][CH2:10][N:11]2[CH2:18][CH:17]3[O:19][CH:13]([CH2:14][NH:15][CH2:16]3)[CH2:12]2)=[CH:3][CH:2]=1.Br[CH2:21][CH2:22][NH:23][C:24](=[O:30])[O:25][C:26]([CH3:29])([CH3:28])[CH3:27].C([O-])([O-])=O.[K+].[K+].